From a dataset of Reaction yield outcomes from USPTO patents with 853,638 reactions. Predict the reaction yield, written as a fraction of the theoretical maximum amount of product (1.0 means a 100% yield; for example, 0.34 means a 34% yield). (1) The product is [CH3:1][O:2][C:3](=[O:17])[C:4]1[CH:9]=[C:8]([C:10]2[CH:22]=[CH:23][N:18]=[N:19][CH:11]=2)[C:7]([C:12]([F:13])([F:15])[F:14])=[CH:6][C:5]=1[NH2:16]. The yield is 0.400. The reactants are [CH3:1][O:2][C:3](=[O:17])[C:4]1[CH:9]=[C:8]([C:10]#[CH:11])[C:7]([C:12]([F:15])([F:14])[F:13])=[CH:6][C:5]=1[NH2:16].[N:18]1[CH:23]=[CH:22]N=N[N:19]=1. The catalyst is ClCCCl. (2) The reactants are C(OC(=O)[CH2:5][N:6]([CH2:29][C:30]1[CH:35]=[CH:34][CH:33]=[CH:32][CH:31]=1)[C:7](=[O:28])[CH:8]([NH:20][C:21](OC(C)(C)C)=[O:22])[CH2:9][C:10]1[CH:15]=[CH:14][C:13]([C:16]([F:19])([F:18])[F:17])=[CH:12][CH:11]=1)C. The catalyst is C(Cl)Cl.Cl.O1CCOCC1.ClC(Cl)C. The product is [CH2:29]([N:6]1[CH2:5][C:21](=[O:22])[NH:20][C@H:8]([CH2:9][C:10]2[CH:15]=[CH:14][C:13]([C:16]([F:19])([F:18])[F:17])=[CH:12][CH:11]=2)[C:7]1=[O:28])[C:30]1[CH:31]=[CH:32][CH:33]=[CH:34][CH:35]=1. The yield is 0.950. (3) The product is [N:15]1[C:14]([CH2:13][CH2:12][N:8]2[C:9](=[O:11])[C:10]3[C:6](=[CH:5][CH:4]=[CH:3][C:2]=3[C:31]3[CH:39]=[C:38]4[C:34]([CH2:35][C:36](=[O:40])[NH:37]4)=[CH:33][CH:32]=3)[CH2:7]2)=[CH:22][N:17]2[CH:18]=[CH:19][CH:20]=[CH:21][C:16]=12. The catalyst is O1CCOCC1.C1C=CC([P]([Pd]([P](C2C=CC=CC=2)(C2C=CC=CC=2)C2C=CC=CC=2)([P](C2C=CC=CC=2)(C2C=CC=CC=2)C2C=CC=CC=2)[P](C2C=CC=CC=2)(C2C=CC=CC=2)C2C=CC=CC=2)(C2C=CC=CC=2)C2C=CC=CC=2)=CC=1. The reactants are Br[C:2]1[CH:3]=[CH:4][CH:5]=[C:6]2[C:10]=1[C:9](=[O:11])[N:8]([CH2:12][CH2:13][C:14]1[N:15]=[C:16]3[CH:21]=[CH:20][CH:19]=[CH:18][N:17]3[CH:22]=1)[CH2:7]2.CC1(C)C(C)(C)OB([C:31]2[CH:39]=[C:38]3[C:34]([CH2:35][C:36](=[O:40])[NH:37]3)=[CH:33][CH:32]=2)O1.C([O-])([O-])=O.[Na+].[Na+]. The yield is 0.214. (4) The reactants are Br[C:2]1[CH:3]=[CH:4][C:5]2[N:6]([C:8]([C:11]([N:13]3[CH2:18][CH2:17][CH:16]([C:19]4[CH:24]=[CH:23][CH:22]=[C:21]([F:25])[C:20]=4[C:26]([F:29])([F:28])[F:27])[CH2:15][CH2:14]3)=[O:12])=[N:9][N:10]=2)[CH:7]=1.[CH3:30][N:31](C=O)C. The catalyst is C(=O)(O)[O-].[Na+].[C-]#N.[Zn+2].[C-]#N.C1C=CC([P]([Pd]([P](C2C=CC=CC=2)(C2C=CC=CC=2)C2C=CC=CC=2)([P](C2C=CC=CC=2)(C2C=CC=CC=2)C2C=CC=CC=2)[P](C2C=CC=CC=2)(C2C=CC=CC=2)C2C=CC=CC=2)(C2C=CC=CC=2)C2C=CC=CC=2)=CC=1. The product is [F:25][C:21]1[C:20]([C:26]([F:29])([F:28])[F:27])=[C:19]([CH:16]2[CH2:17][CH2:18][N:13]([C:11]([C:8]3[N:6]4[CH:7]=[C:2]([C:30]#[N:31])[CH:3]=[CH:4][C:5]4=[N:10][N:9]=3)=[O:12])[CH2:14][CH2:15]2)[CH:24]=[CH:23][CH:22]=1. The yield is 0.670. (5) The reactants are [Li+].[BH4-].[C:3]([O:7][C:8]([N:10]1[CH2:15][CH2:14][C:13]2[N:16]([CH2:29][CH2:30][C:31](OC)=[O:32])[N:17]=[C:18]([C:19]3[CH:24]=[CH:23][C:22]([C:25]([F:28])([F:27])[F:26])=[CH:21][CH:20]=3)[C:12]=2[CH2:11]1)=[O:9])([CH3:6])([CH3:5])[CH3:4]. The catalyst is C1COCC1. The product is [C:3]([O:7][C:8]([N:10]1[CH2:15][CH2:14][C:13]2[N:16]([CH2:29][CH2:30][CH2:31][OH:32])[N:17]=[C:18]([C:19]3[CH:24]=[CH:23][C:22]([C:25]([F:28])([F:26])[F:27])=[CH:21][CH:20]=3)[C:12]=2[CH2:11]1)=[O:9])([CH3:6])([CH3:5])[CH3:4]. The yield is 0.950. (6) The reactants are [N+:1]([C:4]1[CH:5]=[C:6]([CH2:10][C:11]#[N:12])[CH:7]=[CH:8][CH:9]=1)([O-:3])=[O:2].CO[CH:15]([N:18]([CH3:20])[CH3:19])OC.CCCCCC. The catalyst is C1(C)C(C)=CC=CC=1. The product is [CH3:19][N:18]([CH3:20])/[CH:15]=[C:10](/[C:6]1[CH:7]=[CH:8][CH:9]=[C:4]([N+:1]([O-:3])=[O:2])[CH:5]=1)\[C:11]#[N:12]. The yield is 0.880.